This data is from Forward reaction prediction with 1.9M reactions from USPTO patents (1976-2016). The task is: Predict the product of the given reaction. (1) Given the reactants [C:1]1([OH:7])[CH:6]=[CH:5][CH:4]=[CH:3][CH:2]=1.[C:8]1([OH:14])[CH:13]=[CH:12][CH:11]=[CH:10][CH:9]=1.[CH3:15][C:16]([CH3:18])=O, predict the reaction product. The product is: [OH:7][C:1]1[CH:6]=[CH:5][C:4]([C:16]([C:11]2[CH:12]=[CH:13][C:8]([OH:14])=[CH:9][CH:10]=2)([CH3:18])[CH3:15])=[CH:3][CH:2]=1. (2) Given the reactants [F:1][C:2]1[CH:3]=[C:4]([NH:9][C:10](=[O:22])[C:11]2[CH:16]=[C:15]([S:17](=[O:20])(=[O:19])[NH2:18])[CH:14]=[CH:13][C:12]=2[F:21])[CH:5]=[CH:6][C:7]=1[F:8].[CH3:23][N:24]([CH3:28])[C:25](Cl)=[O:26], predict the reaction product. The product is: [F:1][C:2]1[CH:3]=[C:4]([NH:9][C:10](=[O:22])[C:11]2[CH:16]=[C:15]([S:17](=[O:20])(=[O:19])[NH:18][C:25](=[O:26])[N:24]([CH3:28])[CH3:23])[CH:14]=[CH:13][C:12]=2[F:21])[CH:5]=[CH:6][C:7]=1[F:8]. (3) Given the reactants Br[C:2]1[CH:3]=[CH:4][C:5]([O:37][CH:38]([CH3:40])[CH3:39])=[C:6]([N:8]2[C:17](=[O:18])[C:16]3[C:11](=[CH:12][CH:13]=[CH:14][CH:15]=3)[N:10]=[C:9]2[CH2:19][N:20]2[CH2:25][CH2:24][N:23]([C:26](=[O:36])[CH2:27][O:28][C:29]3[CH:34]=[CH:33][C:32]([Cl:35])=[CH:31][CH:30]=3)[CH2:22][CH2:21]2)[CH:7]=1.BrNO[CH:44](C)[CH3:45].O1CCOCC1.C(C([Sn])=C(CCCC)CCCC)CCC.[F-].[K+], predict the reaction product. The product is: [Cl:35][C:32]1[CH:31]=[CH:30][C:29]([O:28][CH2:27][C:26]([N:23]2[CH2:24][CH2:25][N:20]([CH2:19][C:9]3[N:8]([C:6]4[CH:7]=[C:2]([CH:44]=[CH2:45])[CH:3]=[CH:4][C:5]=4[O:37][CH:38]([CH3:39])[CH3:40])[C:17](=[O:18])[C:16]4[C:11](=[CH:12][CH:13]=[CH:14][CH:15]=4)[N:10]=3)[CH2:21][CH2:22]2)=[O:36])=[CH:34][CH:33]=1. (4) Given the reactants [N:1]1[CH:6]=[CH:5][CH:4]=[C:3]([CH2:7][NH:8][C:9]([C:11]2[S:15][C:14]([C:16]3[NH:17][N:18]=[CH:19][CH:20]=3)=[N:13][C:12]=2[CH3:21])=[O:10])[CH:2]=1.I[CH2:23][CH2:24][OH:25], predict the reaction product. The product is: [N:1]1[CH:6]=[CH:5][CH:4]=[C:3]([CH2:7][NH:8][C:9]([C:11]2[S:15][C:14]([C:16]3[CH:20]=[CH:19][N:18]([CH2:23][CH2:24][OH:25])[N:17]=3)=[N:13][C:12]=2[CH3:21])=[O:10])[CH:2]=1.